Binary Classification. Given a drug SMILES string, predict its activity (active/inactive) in a high-throughput screening assay against a specified biological target. From a dataset of HIV replication inhibition screening data with 41,000+ compounds from the AIDS Antiviral Screen. (1) The molecule is Cc1cc(C(=O)c2ccccc2)c2oc(-c3ccccc3)c(Cl)c(=O)c2c1. The result is 0 (inactive). (2) The drug is Cc1c(Cc2ccccc2)n(C(C)OCCN2C(=O)C=CC2=O)c(=O)[nH]c1=O. The result is 0 (inactive).